From a dataset of Forward reaction prediction with 1.9M reactions from USPTO patents (1976-2016). Predict the product of the given reaction. (1) The product is: [CH:3]([O:6][C:7]1[CH:16]=[CH:15][C:10]([C:11]([OH:13])=[O:12])=[CH:9][C:8]=1[CH3:17])([CH3:5])[CH3:4]. Given the reactants [OH-].[Li+].[CH:3]([O:6][C:7]1[CH:16]=[CH:15][C:10]([C:11]([O:13]C)=[O:12])=[CH:9][C:8]=1[CH3:17])([CH3:5])[CH3:4], predict the reaction product. (2) Given the reactants [NH2:1][CH2:2][CH2:3][O:4][C:5]1[CH:6]=[C:7]([CH:46]=[CH:47][CH:48]=1)[C:8]([NH:10][C:11]1[C:12]([CH3:45])=[C:13]([C:20]([C:22]2[CH:23]=[CH:24][C:25]([NH:38][C:39](=[O:44])[C:40]([F:43])([F:42])[F:41])=[C:26]([CH:37]=2)[C:27]([O:29][CH2:30][C:31]2[CH:36]=[CH:35][CH:34]=[CH:33][CH:32]=2)=[O:28])=[O:21])[N:14]2[C:19]=1[CH:18]=[CH:17][CH:16]=[CH:15]2)=[O:9].C(OC([NH:56][CH2:57][C:58](O)=[O:59])=O)(C)(C)C.FC(F)(F)C(O)=O, predict the reaction product. The product is: [NH2:56][CH2:57][C:58]([NH:1][CH2:2][CH2:3][O:4][C:5]1[CH:6]=[C:7]([CH:46]=[CH:47][CH:48]=1)[C:8]([NH:10][C:11]1[C:12]([CH3:45])=[C:13]([C:20]([C:22]2[CH:23]=[CH:24][C:25]([NH:38][C:39](=[O:44])[C:40]([F:41])([F:42])[F:43])=[C:26]([CH:37]=2)[C:27]([O:29][CH2:30][C:31]2[CH:36]=[CH:35][CH:34]=[CH:33][CH:32]=2)=[O:28])=[O:21])[N:14]2[C:19]=1[CH:18]=[CH:17][CH:16]=[CH:15]2)=[O:9])=[O:59]. (3) Given the reactants [C:1]([C:4]1[N:9]=[C:8]2[C:10]([Cl:20])=[CH:11][N:12]([C:13]([O:15][C:16]([CH3:19])([CH3:18])[CH3:17])=[O:14])[C:7]2=[CH:6][CH:5]=1)(=O)[CH3:2].[CH3:21][C:22]([S@:25]([NH2:27])=[O:26])([CH3:24])[CH3:23], predict the reaction product. The product is: [C:22]([S@:25]([N:27]=[C:1]([C:4]1[N:9]=[C:8]2[C:10]([Cl:20])=[CH:11][N:12]([C:13]([O:15][C:16]([CH3:19])([CH3:18])[CH3:17])=[O:14])[C:7]2=[CH:6][CH:5]=1)[CH3:2])=[O:26])([CH3:24])([CH3:23])[CH3:21].[C:22]([S@:25]([N:27]=[C:1]([C:4]1[N:9]=[C:8]2[C:10]([Cl:20])=[CH:11][N:12]([C:13]([O:15][CH2:16][CH3:19])=[O:14])[C:7]2=[CH:6][CH:5]=1)[CH3:2])=[O:26])([CH3:24])([CH3:23])[CH3:21]. (4) Given the reactants [CH2:1]([O:3][C:4](=[O:20])[C:5]1[CH:10]=[C:9]([O:11][C:12]([F:15])([F:14])[F:13])[C:8]([Br:16])=[CH:7][C:6]=1[N+:17]([O-])=O)[CH3:2].C(OC(=O)C1C=C(OC(F)(F)F)C(C=C)=CC=1N)C, predict the reaction product. The product is: [CH2:1]([O:3][C:4](=[O:20])[C:5]1[CH:10]=[C:9]([O:11][C:12]([F:15])([F:13])[F:14])[C:8]([Br:16])=[CH:7][C:6]=1[NH2:17])[CH3:2].